This data is from Forward reaction prediction with 1.9M reactions from USPTO patents (1976-2016). The task is: Predict the product of the given reaction. Given the reactants [C:1]([O:5][C:6]([N:8]1[CH2:13][CH2:12][C@H:11]([C:14]2[CH:19]=[CH:18][C:17]([O:20][CH2:21][CH2:22][O:23][C:24]3[C:29]([Cl:30])=[CH:28][C:27]([CH3:31])=[CH:26][C:25]=3[Cl:32])=[CH:16][CH:15]=2)[C@@H:10]([C:33](O)=[O:34])[CH2:9]1)=[O:7])([CH3:4])([CH3:3])[CH3:2], predict the reaction product. The product is: [Cl:32][C:25]1[CH:26]=[C:27]([CH3:31])[CH:28]=[C:29]([Cl:30])[C:24]=1[O:23][CH2:22][CH2:21][O:20][C:17]1[CH:18]=[CH:19][C:14]([C@H:11]2[CH2:12][CH2:13][N:8]([C:6]([O:5][C:1]([CH3:3])([CH3:4])[CH3:2])=[O:7])[CH2:9][C@@H:10]2[CH2:33][OH:34])=[CH:15][CH:16]=1.